The task is: Predict the product of the given reaction.. This data is from Forward reaction prediction with 1.9M reactions from USPTO patents (1976-2016). (1) Given the reactants [F:1][C:2]1([F:30])[CH2:7][CH2:6][CH2:5][CH:4]([C@@H:8]2[CH2:13][C@H:12]([C:14]3[CH:19]=[CH:18][CH:17]=[CH:16][CH:15]=3)[CH2:11][CH2:10][N:9]2C(OCC2C=CC=CC=2)=O)[CH2:3]1.[H-].[Na+].N1C=CN=C1.C(=S)=S.IC.CC(N=NC(C#N)(C)C)(C#N)C.CCCC[SnH](CCCC)CCCC, predict the reaction product. The product is: [F:30][C:2]1([F:1])[CH2:7][CH2:6][CH2:5][CH:4]([C@@H:8]2[CH2:13][C@H:12]([C:14]3[CH:15]=[CH:16][CH:17]=[CH:18][CH:19]=3)[CH2:11][CH2:10][NH:9]2)[CH2:3]1. (2) Given the reactants [O:1]([C:8]1[CH:9]=[C:10]([N:14]([CH2:22][C:23]2[CH:28]=[CH:27][CH:26]=[C:25](Br)[CH:24]=2)[CH2:15][CH:16]([OH:21])[C:17]([F:20])([F:19])[F:18])[CH:11]=[CH:12][CH:13]=1)[C:2]1[CH:7]=[CH:6][CH:5]=[CH:4][CH:3]=1.[CH2:30]([Mg]Br)[C:31]1[CH:36]=[CH:35][CH:34]=[CH:33][CH:32]=1.[NH4+].[Cl-].O(C1C=C(CC(NCC2C=CC=C(CC3C=CC=CC=3)C=2)(O)C(F)(F)F)C=CC=1)C1C=CC=CC=1, predict the reaction product. The product is: [O:1]([C:8]1[CH:9]=[C:10]([N:14]([CH2:22][C:23]2[CH:28]=[CH:27][CH:26]=[C:25]([CH2:30][C:31]3[CH:36]=[CH:35][CH:34]=[CH:33][CH:32]=3)[CH:24]=2)[CH2:15][CH:16]([OH:21])[C:17]([F:20])([F:19])[F:18])[CH:11]=[CH:12][CH:13]=1)[C:2]1[CH:7]=[CH:6][CH:5]=[CH:4][CH:3]=1. (3) Given the reactants C([O:9][C@@H:10]1[C@@H:33]([O:34]C(=O)C2C=CC=CC=2)[C@H:32]([O:43]C(=O)C2C=CC=CC=2)[C@@:31]([CH3:62])([CH2:52][O:53]C(=O)C2C=CC=CC=2)[O:30][C@H:11]1[O:12][C:13]1[CH:18]=[C:17]([CH2:19][OH:20])[CH:16]=[CH:15][C:14]=1[CH2:21][C:22]1[CH:27]=[CH:26][C:25]([CH2:28][CH3:29])=[CH:24][CH:23]=1)(=O)C1C=CC=CC=1.O1C=CCCC1.C(N(CC)CC)C.[OH-].[Na+].[O:78]1[CH2:82][CH2:81][CH2:80][CH2:79]1, predict the reaction product. The product is: [CH3:62][C@:31]1([CH2:52][OH:53])[O:30][C@@H:11]([O:12][C:13]2[CH:18]=[C:17]([CH2:19][O:20][CH:79]3[CH2:80][CH2:81][CH2:82][O:78]3)[CH:16]=[CH:15][C:14]=2[CH2:21][C:22]2[CH:23]=[CH:24][C:25]([CH2:28][CH3:29])=[CH:26][CH:27]=2)[C@H:10]([OH:9])[C@@H:33]([OH:34])[C@@H:32]1[OH:43]. (4) Given the reactants Cl[CH2:2][C:3]1[S:4][C:5]2[C:10]([N:11]=1)=[CH:9][CH:8]=[CH:7][N:6]=2.[CH3:12][O:13][C:14]1[CH:19]=[CH:18][CH:17]=[CH:16][C:15]=1[N:20]1[CH2:25][CH2:24][NH:23][CH2:22][CH2:21]1.CCN(C(C)C)C(C)C, predict the reaction product. The product is: [CH3:12][O:13][C:14]1[CH:19]=[CH:18][CH:17]=[CH:16][C:15]=1[N:20]1[CH2:25][CH2:24][N:23]([CH2:2][C:3]2[S:4][C:5]3[C:10]([N:11]=2)=[CH:9][CH:8]=[CH:7][N:6]=3)[CH2:22][CH2:21]1.